This data is from Catalyst prediction with 721,799 reactions and 888 catalyst types from USPTO. The task is: Predict which catalyst facilitates the given reaction. (1) The catalyst class is: 489. Reactant: C[Si]([N-][Si](C)(C)C)(C)C.[Na+].[Cl:11][C:12]1[C:13]([CH:19]([S:28]([C:31]2[CH:36]=[CH:35][C:34]([Cl:37])=[CH:33][N:32]=2)(=[O:30])=[O:29])[C:20]2[CH:25]=[C:24]([F:26])[CH:23]=[CH:22][C:21]=2[F:27])=[CH:14][C:15]([NH2:18])=[N:16][CH:17]=1.[CH3:38][S:39](Cl)(=[O:41])=[O:40].[Cl-].[NH4+]. Product: [Cl:11][C:12]1[C:13]([CH:19]([S:28]([C:31]2[CH:36]=[CH:35][C:34]([Cl:37])=[CH:33][N:32]=2)(=[O:29])=[O:30])[C:20]2[CH:25]=[C:24]([F:26])[CH:23]=[CH:22][C:21]=2[F:27])=[CH:14][C:15]([NH:18][S:39]([CH3:38])(=[O:41])=[O:40])=[N:16][CH:17]=1. (2) Reactant: [CH3:1][O:2][CH2:3][CH2:4][NH2:5].[CH3:6][C:7]1[N:12]=[C:11]([C:13](=[O:16])[CH:14]=[CH2:15])[CH:10]=[CH:9][CH:8]=1.[Cl-].[NH4+]. Product: [CH3:1][O:2][CH2:3][CH2:4][NH:5][CH2:15][CH2:14][C:13]([C:11]1[CH:10]=[CH:9][CH:8]=[C:7]([CH3:6])[N:12]=1)=[O:16]. The catalyst class is: 7. (3) Reactant: C1N=CN([C:6](N2C=NC=C2)=[O:7])C=1.[S:13]1[CH:17]=[CH:16][CH:15]=[C:14]1[CH2:18][CH2:19][OH:20].Cl.[NH2:22][CH2:23][CH2:24][CH2:25][N:26]1[C:34](=[O:35])[C:33]2[NH:32][C:31]([Cl:36])=[N:30][C:29]=2[N:28]([CH2:37][CH2:38][CH2:39][CH2:40][CH3:41])[C:27]1=[O:42].CCN(C(C)C)C(C)C. Product: [Cl:36][C:31]1[NH:32][C:33]2[C:34](=[O:35])[N:26]([CH2:25][CH2:24][CH2:23][NH:22][C:6](=[O:7])[O:20][CH2:19][CH2:18][C:14]3[S:13][CH:17]=[CH:16][CH:15]=3)[C:27](=[O:42])[N:28]([CH2:37][CH2:38][CH2:39][CH2:40][CH3:41])[C:29]=2[N:30]=1. The catalyst class is: 1. (4) Reactant: [Cl:1][C:2]1[S:6][C:5]([CH:7]2[CH2:12][CH2:11][N:10]([C:13](=[O:25])[CH2:14][N:15]3[C:19]([CH3:20])=[CH:18][C:17]([CH2:21][C:22]([OH:24])=[O:23])=[N:16]3)[CH2:9][CH2:8]2)=[N:4][C:3]=1[C:26]1[CH:31]=[C:30]([C:32]([CH3:35])([CH3:34])[CH3:33])[C:29]([O:36][CH3:37])=[C:28]([C:38]([CH3:41])([CH3:40])[CH3:39])[CH:27]=1.C1C(=O)N([I:49])C(=O)C1.O. Product: [Cl:1][C:2]1[S:6][C:5]([CH:7]2[CH2:8][CH2:9][N:10]([C:13](=[O:25])[CH2:14][N:15]3[C:19]([CH3:20])=[C:18]([I:49])[C:17]([CH2:21][C:22]([OH:24])=[O:23])=[N:16]3)[CH2:11][CH2:12]2)=[N:4][C:3]=1[C:26]1[CH:27]=[C:28]([C:38]([CH3:41])([CH3:40])[CH3:39])[C:29]([O:36][CH3:37])=[C:30]([C:32]([CH3:34])([CH3:35])[CH3:33])[CH:31]=1. The catalyst class is: 3. (5) Reactant: [S:1]1[C:5]2[CH:6]=[CH:7][C:8]([C:10]3[NH:11][CH:12]=[C:13]([CH:15]=O)[N:14]=3)=[CH:9][C:4]=2[N:3]=[CH:2]1.[CH3:17][O:18][CH2:19][CH2:20][NH2:21].[CH:22]([CH:24]=O)=O.C([O-])(=O)C.[NH4+:30].C(=O)([O-])[O-]. Product: [S:1]1[C:5]2[CH:6]=[CH:7][C:8]([C:10]3[NH:11][CH:12]=[C:13]([C:15]4[N:21]([CH2:20][CH2:19][O:18][CH3:17])[CH:22]=[CH:24][N:30]=4)[N:14]=3)=[CH:9][C:4]=2[N:3]=[CH:2]1. The catalyst class is: 5. (6) Product: [CH:1]1([C:7]2[C:8]3[C:13]([N:14]4[C:19]=2[C:18]2[CH:20]=[CH:21][CH:22]=[CH:23][C:17]=2[O:16][CH2:15]4)=[CH:12][C:11]([C:24]([OH:26])=[O:25])=[CH:10][CH:9]=3)[CH2:2][CH2:3][CH2:4][CH2:5][CH2:6]1. Reactant: [CH:1]1([C:7]2[C:8]3[C:13]([N:14]4[C:19]=2[C:18]2[CH:20]=[CH:21][CH:22]=[CH:23][C:17]=2[O:16][CH2:15]4)=[CH:12][C:11]([C:24]([O:26]C)=[O:25])=[CH:10][CH:9]=3)[CH2:6][CH2:5][CH2:4][CH2:3][CH2:2]1.[OH-].[Na+].Cl. The catalyst class is: 83.